Dataset: Forward reaction prediction with 1.9M reactions from USPTO patents (1976-2016). Task: Predict the product of the given reaction. (1) Given the reactants C([O:4][C@H:5]1[C@H:10]([O:11][C:12](=[O:14])[NH2:13])[C@H:9]([O:15]C(=O)C)[C@@H:8]([O:19][C@H:20]2[C@@H:25]([O:26]C(=O)C)[C@H:24]([O:30]C(=O)C)[C@H:23]([CH2:34][O:35]C(=O)C)[O:22][C@@H:21]2[O:39][CH2:40][CH2:41][O:42][CH2:43][CH2:44][NH:45][C:46]([O:48][CH2:49][C:50]2[CH:55]=[CH:54][CH:53]=[CH:52][CH:51]=2)=[O:47])[O:7][C@@H:6]1[CH2:56][O:57]C(=O)C)(=O)C.C([O-])([O-])=O.[K+].[K+], predict the reaction product. The product is: [C:12](=[O:14])([O:11][C@H:10]1[C@H:5]([OH:4])[C@@H:6]([CH2:56][OH:57])[O:7][C@H:8]([O:19][C@H:20]2[C@@H:25]([OH:26])[C@H:24]([OH:30])[C@H:23]([CH2:34][OH:35])[O:22][C@H:21]2[O:39][CH2:40][CH2:41][O:42][CH2:43][CH2:44][NH:45][C:46]([O:48][CH2:49][C:50]2[CH:55]=[CH:54][CH:53]=[CH:52][CH:51]=2)=[O:47])[C@H:9]1[OH:15])[NH2:13]. (2) Given the reactants CCCCN1C=[N+](C)C=C1.[C:11]1([CH3:18])[CH:16]=[CH:15][CH:14]=[C:13]([CH3:17])[CH:12]=1.[C:19]1([S:25](Cl)(=[O:27])=[O:26])[CH:24]=[CH:23][CH:22]=[CH:21][CH:20]=1, predict the reaction product. The product is: [CH3:18][C:11]1[CH:16]=[CH:15][C:14]([S:25]([C:19]2[CH:24]=[CH:23][CH:22]=[CH:21][CH:20]=2)(=[O:27])=[O:26])=[C:13]([CH3:17])[CH:12]=1. (3) Given the reactants [N:1]1[CH:6]=[C:5]([C:7]2[CH:8]=[CH:9][C:10]([NH2:25])=[N:11][C:12]=2[C:13]#[C:14][C:15]2[CH:16]=[C:17]3[C:22](=[CH:23][CH:24]=2)[N:21]=[CH:20][CH:19]=[CH:18]3)[CH:4]=[N:3][CH:2]=1.[CH3:26][CH2:27][N:28](C(C)C)C(C)C.Br[CH:36]([CH2:40][CH3:41])[C:37](Br)=[O:38].CN, predict the reaction product. The product is: [CH2:27]([NH:28][CH:36]([CH2:40][CH3:41])[C:37]([NH:25][C:10]1[CH:9]=[CH:8][C:7]([C:5]2[CH:6]=[N:1][CH:2]=[N:3][CH:4]=2)=[C:12]([C:13]#[C:14][C:15]2[CH:16]=[C:17]3[C:22](=[CH:23][CH:24]=2)[N:21]=[CH:20][CH:19]=[CH:18]3)[N:11]=1)=[O:38])[CH3:26]. (4) Given the reactants [NH2:1][C:2]1[CH:3]=[CH:4][C:5]([F:17])=[C:6]([C@:8]2([CH3:16])[C@H:13]([F:14])[CH2:12][O:11][C:10]([NH2:15])=[N:9]2)[CH:7]=1.[Cl:18][C:19]1[CH:20]=[CH:21][C:22]([C:25](O)=[O:26])=[N:23][CH:24]=1, predict the reaction product. The product is: [NH2:15][C:10]1[O:11][CH2:12][C@@H:13]([F:14])[C@:8]([C:6]2[CH:7]=[C:2]([NH:1][C:25]([C:22]3[CH:21]=[CH:20][C:19]([Cl:18])=[CH:24][N:23]=3)=[O:26])[CH:3]=[CH:4][C:5]=2[F:17])([CH3:16])[N:9]=1. (5) The product is: [S:1]([O:11][CH2:12][C:13]([OH:15])=[O:14])([C:4]1[CH:5]=[CH:6][C:7]([CH3:8])=[CH:9][CH:10]=1)(=[O:2])=[O:3]. Given the reactants [S:1]([O:11][CH2:12][C:13]([O:15]CC)=[O:14])([C:4]1[CH:10]=[CH:9][C:7]([CH3:8])=[CH:6][CH:5]=1)(=[O:3])=[O:2].[OH-].[Na+], predict the reaction product. (6) Given the reactants [NH2:1][C:2]1[CH:3]=[C:4]([CH:10]=[CH:11][CH:12]=1)[C:5]([O:7][CH2:8][CH3:9])=[O:6].N1C=CC=CC=1.Cl[C:20]([O:22][CH2:23][C:24]([Cl:27])([Cl:26])[Cl:25])=[O:21].C(OCC)(=O)C, predict the reaction product. The product is: [Cl:25][C:24]([Cl:27])([Cl:26])[CH2:23][O:22][C:20]([NH:1][C:2]1[CH:3]=[C:4]([CH:10]=[CH:11][CH:12]=1)[C:5]([O:7][CH2:8][CH3:9])=[O:6])=[O:21]. (7) The product is: [CH2:12]([N:13]([CH2:14][CH3:10])[CH2:23][CH2:22][N:19]1[CH2:18][CH2:17][CH2:16][CH2:15][C:14]2[NH:13][C:12]([CH:24]=[O:26])=[C:11]([CH3:31])[C:10]=2[C:8]1=[O:9])[CH3:11]. Given the reactants C[Al](C)C.C(O[C:8]([C:10]1[C:11]([CH3:31])=[C:12]([C:24]([O:26]C(C)(C)C)=O)[NH:13][C:14]=1[CH2:15][CH2:16][CH2:17][CH2:18][N:19]([CH2:22][CH3:23])CC)=[O:9])C, predict the reaction product.